From a dataset of Catalyst prediction with 721,799 reactions and 888 catalyst types from USPTO. Predict which catalyst facilitates the given reaction. (1) Product: [CH3:29][C:30]1[O:31][C:32]2[CH:38]=[CH:37][C:36]([NH:39][C:40]([N:1]3[C:9]4[C:8](=[CH:7][C:6]([O:10][C:11]5[C:12]6[CH2:19][NH:18][CH2:17][C:13]=6[N:14]=[CH:15][N:16]=5)=[CH:5][CH:4]=4)[CH:3]=[CH:2]3)=[O:41])=[CH:35][C:33]=2[CH:34]=1. The catalyst class is: 1. Reactant: [NH:1]1[C:9]2[C:4](=[CH:5][C:6]([O:10][C:11]3[C:12]4[CH2:19][N:18](C(OC(C)(C)C)=O)[CH2:17][C:13]=4[N:14]=[CH:15][N:16]=3)=[CH:7][CH:8]=2)[CH:3]=[CH:2]1.[H-].[Na+].[CH3:29][C:30]1[O:31][C:32]2[CH:38]=[CH:37][C:36]([NH:39][C:40](=O)[O:41]C3C=CC=CC=3)=[CH:35][C:33]=2[CH:34]=1. (2) Product: [Cl:1][C:2]1[CH:3]=[C:4]([N:10]2[CH:18]([CH:19]3[CH2:20][CH2:21][CH2:22][CH2:23]3)[CH:17]3[C:12]([C:13]4[CH:27]=[CH:26][C:25]([C:28]([OH:30])=[O:29])=[CH:24][C:14]=4[CH2:15][CH2:16]3)=[N:11]2)[CH:5]=[CH:6][C:7]=1[C:8]#[N:9]. Reactant: [Cl:1][C:2]1[CH:3]=[C:4]([N:10]2[CH:18]([CH:19]3[CH2:23][CH2:22][CH2:21][CH2:20]3)[CH:17]3[C:12]([C:13]4[CH:27]=[CH:26][C:25]([C:28]([O:30]C)=[O:29])=[CH:24][C:14]=4[CH2:15][CH2:16]3)=[N:11]2)[CH:5]=[CH:6][C:7]=1[C:8]#[N:9].[OH-].[Na+]. The catalyst class is: 111. (3) Reactant: [I:1][C:2]1[CH:9]=[CH:8][C:5]([CH2:6]Br)=[CH:4][CH:3]=1.[NH:10]1[CH2:15][CH2:14][CH2:13][CH2:12][CH2:11]1. Product: [I:1][C:2]1[CH:9]=[CH:8][C:5]([CH2:6][N:10]2[CH2:15][CH2:14][CH2:13][CH2:12][CH2:11]2)=[CH:4][CH:3]=1. The catalyst class is: 429. (4) Reactant: [O-]CC.[Na+].[F:5][C:6]1[CH:14]=[CH:13][CH:12]=[CH:11][C:7]=1[C:8]([NH2:10])=[NH:9].Br/[C:16](=[C:20](/[Br:23])\[CH:21]=O)/[C:17]([OH:19])=[O:18]. Product: [Br:23][C:20]1[C:16]([C:17]([OH:19])=[O:18])=[N:9][C:8]([C:7]2[CH:11]=[CH:12][CH:13]=[CH:14][C:6]=2[F:5])=[N:10][CH:21]=1. The catalyst class is: 8. (5) Product: [C:1]([NH:8][C@H:9]([C:14]([OH:16])=[O:15])[CH2:10][CH:11]([CH3:12])[CH3:13])([O:3][C:4]([CH3:6])([CH3:5])[CH3:7])=[O:2].[CH3:27][N:28]([O:29][CH3:30])[C:23](=[O:25])[C@H:18]([CH2:19][CH:20]([CH3:22])[CH3:21])[NH2:17]. The catalyst class is: 3. Reactant: [C:1]([NH:8][C@H:9]([C:14]([OH:16])=[O:15])[CH2:10][CH:11]([CH3:13])[CH3:12])([O:3][C:4]([CH3:7])([CH3:6])[CH3:5])=[O:2].[NH2:17][C@H:18]([C:23]([OH:25])=O)[CH2:19][CH:20]([CH3:22])[CH3:21].Cl.[CH3:27][NH:28][O:29][CH3:30].O.ON1C2C=CC=CC=2N=N1.CN1CCOCC1.Cl.C(N=C=NCCCN(C)C)C. (6) The catalyst class is: 4. Reactant: [Br:1][CH2:2][C@@H:3]([CH3:6])[CH2:4][OH:5].[O:7]1[CH:12]=[CH:11][CH2:10][CH2:9][CH2:8]1.S(C1C=CC(C)=CC=1)([O-])(=O)=O.[NH+]1C=CC=CC=1. Product: [Br:1][CH2:2][C@@H:3]([CH3:6])[CH2:4][O:5][CH:8]1[CH2:9][CH2:10][CH2:11][CH2:12][O:7]1. (7) Reactant: [C:1]1([CH3:8])[C:6](O)=[CH:5][CH:4]=[CH:3][CH:2]=1.[I-].[K+].[C:11](=[O:14])([O-])[O-].[Na+].[Na+].[CH2:17](Cl)[C:18]1[CH:23]=[CH:22][CH:21]=[CH:20][CH:19]=1. Product: [C:1]1([CH3:8])[CH:2]=[CH:3][CH:4]=[CH:5][C:6]=1[C:19]1[CH:20]=[CH:21][CH:22]=[CH:23][C:18]=1[CH2:17][O:14][CH2:11][C:2]1[CH:3]=[CH:4][CH:5]=[CH:6][C:1]=1[C:8]1[CH:5]=[CH:6][CH:1]=[CH:2][C:3]=1[CH3:4]. The catalyst class is: 21. (8) The catalyst class is: 2. Reactant: [CH2:1]([O:8][CH2:9][CH:10]([OH:25])[CH2:11][NH:12][C:13]([C:15]1[CH:24]=[CH:23][C:18]([C:19]([O:21][CH3:22])=[O:20])=[CH:17][CH:16]=1)=[O:14])[C:2]1[CH:7]=[CH:6][CH:5]=[CH:4][CH:3]=1.CC(OI1(OC(C)=O)(OC(C)=O)OC(=O)C2C=CC=CC1=2)=O. Product: [CH2:1]([O:8][CH2:9][C:10](=[O:25])[CH2:11][NH:12][C:13]([C:15]1[CH:16]=[CH:17][C:18]([C:19]([O:21][CH3:22])=[O:20])=[CH:23][CH:24]=1)=[O:14])[C:2]1[CH:3]=[CH:4][CH:5]=[CH:6][CH:7]=1. (9) Reactant: Br[C:2]1[N:3]=[CH:4][C:5]2[N:6]([C:8]([C:11]3[CH:18]=[CH:17][C:14]([C:15]#[N:16])=[CH:13][CH:12]=3)=[CH:9][N:10]=2)[CH:7]=1.C([O-])([O-])=O.[Na+].[Na+].B([C:28]1[CH:36]=[CH:35][C:31]([C:32]([OH:34])=[O:33])=[CH:30][C:29]=1[F:37])(O)O. Product: [C:15]([C:14]1[CH:17]=[CH:18][C:11]([C:8]2[N:6]3[CH:7]=[C:2]([C:28]4[CH:36]=[CH:35][C:31]([C:32]([OH:34])=[O:33])=[CH:30][C:29]=4[F:37])[N:3]=[CH:4][C:5]3=[N:10][CH:9]=2)=[CH:12][CH:13]=1)#[N:16]. The catalyst class is: 339. (10) The catalyst class is: 4. Product: [NH2:8][CH2:9][C:10]1[CH:25]=[CH:24][C:13]([C:14]([NH:16][CH:17]2[CH2:23][CH2:22][CH2:21][CH2:20][CH2:19][CH2:18]2)=[O:15])=[C:12]([Cl:26])[CH:11]=1. Reactant: C(OC([NH:8][CH2:9][C:10]1[CH:25]=[CH:24][C:13]([C:14]([NH:16][CH:17]2[CH2:23][CH2:22][CH2:21][CH2:20][CH2:19][CH2:18]2)=[O:15])=[C:12]([Cl:26])[CH:11]=1)=O)(C)(C)C.FC(F)(F)C(O)=O.